This data is from Full USPTO retrosynthesis dataset with 1.9M reactions from patents (1976-2016). The task is: Predict the reactants needed to synthesize the given product. (1) The reactants are: [OH:1][CH:2]1[CH:8]([NH:9][C:10](=[O:17])[C:11]2[CH:16]=[CH:15][CH:14]=[CH:13][N:12]=2)[CH2:7][CH2:6][CH2:5][N:4]([C:18]([O:20][CH2:21][C:22]2[CH:27]=[CH:26][CH:25]=[CH:24][CH:23]=2)=[O:19])[CH2:3]1.CC(OI1(OC(C)=O)(OC(C)=O)OC(=O)C2C=CC=CC1=2)=O. Given the product [O:1]=[C:2]1[CH:8]([NH:9][C:10](=[O:17])[C:11]2[CH:16]=[CH:15][CH:14]=[CH:13][N:12]=2)[CH2:7][CH2:6][CH2:5][N:4]([C:18]([O:20][CH2:21][C:22]2[CH:27]=[CH:26][CH:25]=[CH:24][CH:23]=2)=[O:19])[CH2:3]1, predict the reactants needed to synthesize it. (2) Given the product [Cl:9][C:6]1[N:5]=[N:4][C:3]([CH2:2][N:19]2[C:20]3[C:16](=[CH:15][C:14]([S:11]([CH3:10])(=[O:13])=[O:12])=[CH:22][CH:21]=3)[CH:17]=[CH:18]2)=[CH:8][CH:7]=1, predict the reactants needed to synthesize it. The reactants are: Br[CH2:2][C:3]1[N:4]=[N:5][C:6]([Cl:9])=[CH:7][CH:8]=1.[CH3:10][S:11]([C:14]1[CH:15]=[C:16]2[C:20](=[CH:21][CH:22]=1)[NH:19][CH:18]=[CH:17]2)(=[O:13])=[O:12]. (3) Given the product [ClH:22].[CH:30]1([C:36]2([NH:39][S:19]([C:14]3[CH:15]=[CH:16][C:17]([F:18])=[C:12]([CH:13]=3)[C:10]([NH:9][C:4]3[CH:5]=[CH:6][C:7]([F:8])=[C:2]([F:1])[CH:3]=3)=[O:11])(=[O:21])=[O:20])[CH2:38][CH2:37]2)[CH2:35][CH2:34][CH2:33][CH2:32][CH2:31]1, predict the reactants needed to synthesize it. The reactants are: [F:1][C:2]1[CH:3]=[C:4]([NH:9][C:10]([C:12]2[CH:13]=[C:14]([S:19]([Cl:22])(=[O:21])=[O:20])[CH:15]=[CH:16][C:17]=2[F:18])=[O:11])[CH:5]=[CH:6][C:7]=1[F:8].CCN(CC)CC.[CH:30]1([C:36]2([NH2:39])[CH2:38][CH2:37]2)[CH2:35][CH2:34][CH2:33][CH2:32][CH2:31]1. (4) Given the product [CH:1]1[C:10]2[C:5](=[CH:6][CH:7]=[CH:8][CH:9]=2)[CH:4]=[CH:3][C:2]=1[C:11]1[C:12]([C:18]2[CH:19]=[CH:20][N:21]=[CH:22][CH:23]=2)=[CH:13][C:14](=[O:17])[NH:15][N:16]=1, predict the reactants needed to synthesize it. The reactants are: [CH:1]1[C:10]2[C:5](=[CH:6][CH:7]=[CH:8][CH:9]=2)[CH:4]=[CH:3][C:2]=1[C:11]1[CH:12]([C:18]2[CH:23]=[CH:22][N:21]=[CH:20][CH:19]=2)[CH2:13][C:14](=[O:17])[NH:15][N:16]=1.BrN1C(=O)CCC1=O.C(=O)(O)[O-].[Na+]. (5) Given the product [C:1]([O:5][C:6]([N:8]1[CH2:13][CH2:12][CH:11]([CH2:14][CH2:15][O:16][CH2:24][C:23]2[CH:26]=[CH:27][C:20]([Cl:19])=[CH:21][CH:22]=2)[CH2:10][CH2:9]1)=[O:7])([CH3:4])([CH3:3])[CH3:2], predict the reactants needed to synthesize it. The reactants are: [C:1]([O:5][C:6]([N:8]1[CH2:13][CH2:12][CH:11]([CH2:14][CH2:15][OH:16])[CH2:10][CH2:9]1)=[O:7])([CH3:4])([CH3:3])[CH3:2].[H-].[Na+].[Cl:19][C:20]1[CH:27]=[CH:26][C:23]([CH2:24]Cl)=[CH:22][CH:21]=1.[NH4+].[Cl-].